This data is from Catalyst prediction with 721,799 reactions and 888 catalyst types from USPTO. The task is: Predict which catalyst facilitates the given reaction. (1) The catalyst class is: 6. Reactant: [F:1][C:2]([F:27])([F:26])[C:3]1[CH:25]=[CH:24][C:6]([O:7][CH:8]([CH2:14][CH2:15][CH:16]=[CH:17][C:18]2[CH:23]=[CH:22][CH:21]=[CH:20][CH:19]=2)[C:9]([O:11]CC)=[O:10])=[CH:5][CH:4]=1.C(O)C.[OH-].[K+]. Product: [F:1][C:2]([F:26])([F:27])[C:3]1[CH:25]=[CH:24][C:6]([O:7][CH:8]([CH2:14][CH2:15][CH:16]=[CH:17][C:18]2[CH:19]=[CH:20][CH:21]=[CH:22][CH:23]=2)[C:9]([OH:11])=[O:10])=[CH:5][CH:4]=1. (2) Reactant: [CH3:1][C:2]1[O:3][C:4]2[C:9]([C:10](=[O:12])[CH:11]=1)=[CH:8][CH:7]=[CH:6][C:5]=2[CH3:13].[N+:14]([O-])([OH:16])=[O:15]. Product: [CH3:1][C:2]1[O:3][C:4]2[C:9]([C:10](=[O:12])[CH:11]=1)=[C:8]([N+:14]([O-:16])=[O:15])[CH:7]=[CH:6][C:5]=2[CH3:13]. The catalyst class is: 65. (3) Reactant: [N+:1]([C:4]1[CH:5]=[C:6]([C:10]#[C:11][CH2:12][CH2:13][CH2:14][OH:15])[CH:7]=[CH:8][CH:9]=1)([O-])=O.Cl. Product: [NH2:1][C:4]1[CH:5]=[C:6]([C:10]#[C:11][CH2:12][CH2:13][CH2:14][OH:15])[CH:7]=[CH:8][CH:9]=1. The catalyst class is: 186. (4) The catalyst class is: 3. Reactant: C1CCN2C(=NCCC2)CC1.[C:12]([C@@:14]1([OH:30])[C@H:18]([OH:19])[C@@H:17]([CH2:20]I)[O:16][C@H:15]1[N:22]1[CH:27]=[CH:26][C:25](=[O:28])[NH:24][C:23]1=[O:29])#[CH:13]. Product: [C:12]([C@@:14]1([OH:30])[C@H:18]([OH:19])[C:17](=[CH2:20])[O:16][C@H:15]1[N:22]1[CH:27]=[CH:26][C:25](=[O:28])[NH:24][C:23]1=[O:29])#[CH:13]. (5) Reactant: Cl.[Cl:2][C:3]1[C:4]([CH2:9][NH2:10])=[N:5][CH:6]=[CH:7][N:8]=1.CCN=C=NCCCN(C)C.Cl.C(N(CC)C(C)C)(C)C.ON1C2C=CC=CC=2N=N1.[CH2:42]([O:49][C:50]([NH:52][CH2:53][C@H:54]1[CH2:59][CH2:58][C@H:57]([C:60](O)=[O:61])[CH2:56][CH2:55]1)=[O:51])[C:43]1[CH:48]=[CH:47][CH:46]=[CH:45][CH:44]=1. Product: [CH2:42]([O:49][C:50](=[O:51])[NH:52][CH2:53][C@H:54]1[CH2:59][CH2:58][C@H:57]([C:60](=[O:61])[NH:10][CH2:9][C:4]2[C:3]([Cl:2])=[N:8][CH:7]=[CH:6][N:5]=2)[CH2:56][CH2:55]1)[C:43]1[CH:48]=[CH:47][CH:46]=[CH:45][CH:44]=1. The catalyst class is: 2. (6) The catalyst class is: 1. Product: [CH3:1][N:2]([C:13]1[CH:18]=[CH:17][C:16]([C:19]2[N:27]3[C:22]([CH2:23][CH2:24][CH2:25][CH2:26]3)=[C:21]([CH3:29])[CH:20]=2)=[CH:15][CH:14]=1)[CH2:3][CH2:4][CH2:5][N:6]1[CH2:7][CH2:8][CH2:9][CH2:10][CH2:11]1. Reactant: [CH3:1][N:2]([C:13]1[CH:18]=[CH:17][C:16]([C:19]2[N:27]3[C:22]([CH2:23][CH2:24][CH2:25][C:26]3=O)=[C:21]([CH3:29])[CH:20]=2)=[CH:15][CH:14]=1)[C:3](=O)[CH2:4][CH2:5][N:6]1[CH2:11][CH2:10][CH2:9][CH2:8][CH2:7]1.B. (7) Reactant: [CH:1]([C:3]1[N:4]=[CH:5][C:6]([NH:9][C:10](=[O:27])[CH:11]([NH:15][C:16](=[O:26])[CH2:17][C:18]2[CH:23]=[C:22]([F:24])[CH:21]=[C:20]([F:25])[CH:19]=2)[CH2:12][CH2:13][CH3:14])=[N:7][CH:8]=1)=O.[NH2:28][CH2:29][CH2:30][CH:31]([OH:33])[CH3:32].S([O-])([O-])(=O)=O.[Na+].[Na+].C(O[BH-](OC(=O)C)OC(=O)C)(=O)C.[Na+]. Product: [OH:33][CH:31]([CH3:32])[CH2:30][CH2:29][NH:28][CH2:1][C:3]1[N:4]=[CH:5][C:6]([NH:9][C:10](=[O:27])[CH:11]([NH:15][C:16](=[O:26])[CH2:17][C:18]2[CH:23]=[C:22]([F:24])[CH:21]=[C:20]([F:25])[CH:19]=2)[CH2:12][CH2:13][CH3:14])=[N:7][CH:8]=1. The catalyst class is: 15.